Task: Predict which catalyst facilitates the given reaction.. Dataset: Catalyst prediction with 721,799 reactions and 888 catalyst types from USPTO Reactant: [CH3:1][O:2][C:3](=[O:42])[C@@H:4]([NH:12][C:13]([C:15]1[N:16]=[C:17]([CH2:36][CH:37]2[CH2:41][CH2:40][CH2:39][CH2:38]2)[C:18]2[C:23]([CH:24]=1)=[CH:22][C:21]([O:25][C:26]1[CH:31]=[CH:30][C:29]([C:32]([CH3:35])([CH3:34])[CH3:33])=[CH:28][CH:27]=1)=[CH:20][CH:19]=2)=[O:14])[CH2:5][C:6]1[S:7][C:8](Br)=[CH:9][CH:10]=1.[CH2:43]([Sn](CCCC)(CCCC)C(C)=C)[CH2:44][CH2:45]C. Product: [CH3:1][O:2][C:3](=[O:42])[C@@H:4]([NH:12][C:13]([C:15]1[N:16]=[C:17]([CH2:36][CH:37]2[CH2:41][CH2:40][CH2:39][CH2:38]2)[C:18]2[C:23]([CH:24]=1)=[CH:22][C:21]([O:25][C:26]1[CH:31]=[CH:30][C:29]([C:32]([CH3:35])([CH3:34])[CH3:33])=[CH:28][CH:27]=1)=[CH:20][CH:19]=2)=[O:14])[CH2:5][C:6]1[S:7][C:8]([C:44]([CH3:45])=[CH2:43])=[CH:9][CH:10]=1. The catalyst class is: 73.